Task: Predict the reaction yield, written as a fraction of the theoretical maximum amount of product (1.0 means a 100% yield; for example, 0.34 means a 34% yield).. Dataset: Reaction yield outcomes from USPTO patents with 853,638 reactions (1) The reactants are [C:1]([C@H:5]1[CH2:10][CH2:9][C@H:8]([O:11][C:12]2[CH:13]=[C:14]3[C:19](=[CH:20][CH:21]=2)[CH:18]=[C:17]([CH:22]=O)[CH:16]=[CH:15]3)[CH2:7][CH2:6]1)([CH3:4])([CH3:3])[CH3:2].[CH2:24]([NH2:26])[CH3:25].CC(O)=O.[BH3-]C#N.[Na+]. The catalyst is C(Cl)Cl. The product is [C:1]([C@H:5]1[CH2:10][CH2:9][C@H:8]([O:11][C:12]2[CH:13]=[C:14]3[C:19](=[CH:20][CH:21]=2)[CH:18]=[C:17]([CH2:22][NH:26][CH2:24][CH3:25])[CH:16]=[CH:15]3)[CH2:7][CH2:6]1)([CH3:4])([CH3:3])[CH3:2]. The yield is 1.00. (2) The reactants are [CH2:1]([NH:8][C:9](=[O:18])[C:10]1[CH:15]=[CH:14][C:13]([Cl:16])=[CH:12][C:11]=1[OH:17])[C:2]1[CH:7]=[CH:6][CH:5]=[CH:4][CH:3]=1.[CH3:19][CH:20](O)[C:21]#[CH:22].C1C=CC(P(C2C=CC=CC=2)C2C=CC=CC=2)=CC=1.CC(OC(/N=N/C(OC(C)C)=O)=O)C. The catalyst is C1COCC1. The product is [CH2:1]([NH:8][C:9](=[O:18])[C:10]1[CH:15]=[CH:14][C:13]([Cl:16])=[CH:12][C:11]=1[O:17][CH:21]([C:20]#[CH:19])[CH3:22])[C:2]1[CH:3]=[CH:4][CH:5]=[CH:6][CH:7]=1. The yield is 0.920. (3) The reactants are C(N(CC)CC)C.C(O)=O.[C:11]([C:14]1[CH:19]=[CH:18][N:17]=[CH:16][CH:15]=1)(=[O:13])[CH3:12].C([O-])([O-])=O.[Na+].[Na+]. The catalyst is [Ru]. The product is [N:17]1[CH:18]=[CH:19][C:14]([C@H:11]([OH:13])[CH3:12])=[CH:15][CH:16]=1. The yield is 0.529. (4) The reactants are [NH2:1][C:2]1[CH:7]=[CH:6][CH:5]=[CH:4][C:3]=1[SH:8].Cl[CH2:10][C:11]#[N:12]. The catalyst is [OH-].[Na+].C(Cl)Cl.S([O-])(O)(=O)=O.C([N+](CCCC)(CCCC)CCCC)CCC. The product is [NH2:12][C:11]1[CH2:10][S:8][C:3]2[CH:4]=[CH:5][CH:6]=[CH:7][C:2]=2[N:1]=1. The yield is 0.320. (5) The reactants are [CH3:1][O:2][C:3]1[CH:8]=[CH:7][C:6]([NH:9][C:10](=[O:12])[O-])=[CH:5][C:4]=1[C:13]([F:16])([F:15])[F:14].[CH3:17][O:18][C:19]1[CH:20]=[C:21]2[C:26](=[CH:27][C:28]=1[O:29][CH2:30][CH2:31][O:32][CH3:33])[N:25]=[CH:24][N:23]=[C:22]2[O:34][C:35]1[CH:36]=[C:37]([CH:39]=[CH:40][CH:41]=1)[NH2:38].C(N(C(C)C)CC)(C)C. The catalyst is CN(C1C=CN=CC=1)C. The product is [CH3:1][O:2][C:3]1[CH:8]=[CH:7][C:6]([NH:9][C:10]([NH:38][C:37]2[CH:39]=[CH:40][CH:41]=[C:35]([O:34][C:22]3[C:21]4[C:26](=[CH:27][C:28]([O:29][CH2:30][CH2:31][O:32][CH3:33])=[C:19]([O:18][CH3:17])[CH:20]=4)[N:25]=[CH:24][N:23]=3)[CH:36]=2)=[O:12])=[CH:5][C:4]=1[C:13]([F:16])([F:15])[F:14]. The yield is 0.100.